Regression. Given a target protein amino acid sequence and a drug SMILES string, predict the binding affinity score between them. We predict pIC50 (pIC50 = -log10(IC50 in M); higher means more potent). Dataset: bindingdb_ic50. From a dataset of Drug-target binding data from BindingDB using IC50 measurements. (1) The compound is CCCCC1=C(C(=O)O)[C@@H](c2ccc3c(c2)OCO3)Oc2ccc(OC(C)C)cc21. The target protein (P26684) has sequence MGVLCFLASFWLALVGGAIADNAERYSANLSSHVEDFTPFPGTEFNFLGTTLQPPNLALPSNGSMHGYCPQQTKITTAFKYINTVISCTIFIVGMVGNATLLRIIYQNKCMRNGPNALIASLALGDLIYVVIDLPINVFKLLAGRWPFDHNDFGVFLCKLFPFLQKSSVGITVLNLCALSVDRYRAVASWSRVQGIGIPLITAIEIVSIWILSFILAIPEAIGFVMVPFEYKGEQHRTCMLNATTKFMEFYQDVKDWWLFGFYFCMPLVCTAIFYTLMTCEMLNRRNGSLRIALSEHLKQRREVAKTVFCLVVIFALCWFPLHLSRILKKTVYDEMDKNRCELLSFLLLMDYIGINLATMNSCINPIALYFVSKKFKNCFQSCLCCCCHQSKSLMTSVPMNGTSIQWKNQEQNHNTERSSHKDSMN. The pIC50 is 9.3. (2) The small molecule is CCOc1cc(N2CCOCC2)c(OCC)cc1NC(=O)COc1cccc2cccnc12. The target protein (Q99728) has sequence MPDNRQPRNRQPRIRSGNEPRSAPAMEPDGRGAWAHSRAALDRLEKLLRCSRCTNILREPVCLGGCEHIFCSNCVSDCIGTGCPVCYTPAWIQDLKINRQLDSMIQLCSKLRNLLHDNELSDLKEDKPRKSLFNDAGNKKNSIKMWFSPRSKKVRYVVSKASVQTQPAIKKDASAQQDSYEFVSPSPPADVSERAKKASARSGKKQKKKTLAEINQKWNLEAEKEDGEFDSKEESKQKLVSFCSQPSVISSPQINGEIDLLASGSLTESECFGSLTEVSLPLAEQIESPDTKSRNEVVTPEKVCKNYLTSKKSLPLENNGKRGHHNRLSSPISKRCRTSILSTSGDFVKQTVPSENIPLPECSSPPSCKRKVGGTSGRKNSNMSDEFISLSPGTPPSTLSSSSYRRVMSSPSAMKLLPNMAVKRNHRGETLLHIASIKGDIPSVEYLLQNGSDPNVKDHAGWTPLHEACNHGHLKVVELLLQHKALVNTTGYQNDSPLHD.... The pIC50 is 5.3. (3) The drug is C=C1NC(=O)C(C)C(CCC(C)C(=O)C=CC(C)=CCC(C)CCCCCCC)OC(=O)[C@H](CC(OS(=O)(=O)O)C(N)=O)NC(=O)[C@@H](C)CNC1=O. The target protein (P23940) has sequence MEVEKEFITDEAKELLSKDKLIQQAYNEVKTSICSPIWPATSKTFTINNTEKNCNGVVPIKELCYTLLEDTYNWYREKPLDILKLEKKKGGPIDVYKEFIENSELKRVGMEFETGNISSAHRSMNKLLLGLKHGEIDLAIILMPIKQLAYYLTDRVTNFEELEPYFELTEGQPFIFIGFNAEAYNSNVPLIPKGSDGMSKRSIKKWKDKVENK. The pIC50 is 3.7. (4) The drug is Cc1ccccc1NC(=O)OC(CN1CCCc2ccccc21)c1ccc(Cl)cc1. The target protein sequence is PISPIETVPVKLKPGMDGPKVKQWPLTEEKIKALVEICAELEEEGKISRIGPENPYNTPVFAIKKKDSTKWRKLVDFRELNKRTQDFWEVQLGIPHPAGLKKKKSVTVLDVGDAYFSIPLDEDFRKYTAFTIPSTNNETPGTRYQYNVLPQGWKGSPAIFQSSMTKILEPFRKQNPDIVIYQYVDDLYVGSDLEIGQHRTKVEELRQHLWRWGFYTPDKKHQKEPPFLWMGYELHPDKWTVQPIVLPEKDSWTVNDIQK. The pIC50 is 5.1. (5) The drug is Cc1cn([C@@H]2O[C@H](CO)[C@@H](O)C2(F)F)c(=O)[nH]c1=O. The target protein (P13159) has sequence MASGTIPVQNEEIIKSQVNTVRIYIDGAYGIGKSLTAKYLVRADENRPGYTYYFPEPMLYWRSLFETDVVGGIYAVQDRKRRGELSAEDAAYITAHYQARFAAPYLLLHSRLSTITGYQKVVCEEHPDVTLIIDRHPLASLVCFPLARYFVGDMTLGSVLSLMATLPREPPGGNLVVTTLNIEEHLKRLRGRSRTGEQIDMKLIHALRNVYMMLVHTKKFLTKNTSWRDGWGKLKIFSHYERNRLVETTIVSDSTESDLCDTLFSVFKARELSDQNGDLLDMHAWVLDGLMETLQNLQIFTLNLEGTPDECAAALGALRQDMDMTFIAACDMHRISEALTIYH. The pIC50 is 4.1. (6) The drug is COC(=O)[C@H](Cc1ccccc1)N[C@@H](C#N)[C@H](Cc1ccccc1)NC(=O)OC(C)(C)C. The target protein (Q8VCT3) has sequence MESGGPGNYSAAARRPLHSAQAVDVASASSFRAFEILHLHLDLRAEFGPPGPGPGSRGLSGTATLELRCLLPEGASELRLDSHSCLEVTAATLRRGQPGDQQAPAEPVPFHTQPFSHYGQALCVAFRQPCGAADRFELELTYRVGEGPGVCWLAPEQTAGKKKPFVYTQGQAVLNRAFFPCFDTPAVKCTYSALIEVPDGFTAVMSADTWEKRGPNKFFFQMSHPIPSYLIALAIGDLASAEVGPRSRVWAEPCLIEAAKEEYSGVIEEFLATGEKLFGPYVWGRYDLLFMPPSFPFGGMENPCLTFVTPCLLAGDRSLADVIIHEISHSWFGNLVTNANWGEFWLNEGFTMYAQRRISTILFGAAYTCLEAATGRALLRQHMNVSGEENPLNKLRVKIEPGVDPDDTYNETPYEKGYCFVSYLAHLVGDQDQFDKFLKAYVDEFKFQSILAEDFLEFYLEYFPELKKKGVDSIPGFEFDRWLNTPGWPPYLPDLSPGDS.... The pIC50 is 3.0. (7) The small molecule is COC(=O)N[C@H](C(=O)N1CCC[C@@H]1c1nc(C#CC#Cc2ccc(-c3c[nH]c([C@@H]4CCCN4C(=O)[C@@H](NC(=O)OC)C(C)C)n3)cc2)c[nH]1)c1ccccc1. The target protein sequence is SGSWLRDVWDWICTVLTDFKTWLQSKLLPRLPGVPFFSCQRGYKGVWRGDGIMQTTCPCGAQITGHVKNGSMRIVGPRTCSNTWHGTFPINAYTTGPCTPSPAPNYSRALWRVAAEEYVEVTRVGDFHYVTGMTTDNVKCPCQVPAPEFFTEVDGVRLHRYAPACKPLLREEVTFLVGLNQYLVGSQLPCEPEPDVAVLTSMLTDPSHITAETAKRRLARGSPPSLASSSASQLSAPSLKATCTTRHDSPDADLIEANLLWRQEMGGNITRVESENKVVILDSFEPLQAEEDEREVSVPAEILRRSRKFPRAMPIWARPDYNPPLLESWKDPDYVPPVVHGCPLPPAKAPPIPPPRRKRTVVLSESTVSSALAELATKTFGSSESSAVDSGTATASPDQPSDDGDAGSDVESYSSMPPLEGEPGDPDLSDGSWSTVSEEASEDVVCC. The pIC50 is 10.0. (8) The compound is O=C([C@@H]1CSCN1C(=O)CCCc1ccccc1)N1CCCC1. The target protein (Q9XTA2) has sequence MLSFQYPDVYRDETAVQDYHGHKICDPYAWLEDPDSEQTKAFVEAQNKITVPFLEQCPIRGLYKERMTELYDYPKYSCNFKKGKRYFYFYNTGLQNQRVLYVQDSLEGEARVCLDPNTLSDDGTVALRGYAFSEDGEYVAYGLSASGSDWVTIKFMKVDGAKELADVLERVKFSCMAWTHDGKGMFYNAYPQQDGKSDGTETSTNLHQKLCYHVLGTDQSEDILCAEFPDEPKWMGGAELSDDGRYVLLSIREGCDPVNRLWYCDLHQEPNGITGILKWVKLIDNFEGEYDYVTNEGTVFTFKTNRHSPNYRLINIDFTDPEESRWKVLVPEHEKDVLEWVACVRSNFLVLCYLHDVKNTLQLHDMATGALLKTFPLEVGSVVGYSGQKKDTEIFYQFTSFLSPGIIYHCDLTKEELEPRVFREVTVKGIDASDYQTVQIFYPSKDGTKIPMFIVHKKGIKLDGSHPAFLYGYGGFNISITPNYSVCRLIFVRHMGGVLA.... The pIC50 is 7.2. (9) The small molecule is Cc1cncc2cccc(S(=O)(=O)N3CCCNC[C@@H]3C)c12. The target protein sequence is MGNAAAAKKGSEQESVKEFLAKAKEDFLKKWENPAQNTAHLDQFERIKTLGTGSFGRVMLVKHMETGNHYAMKILDKQKVVKLKQIEHTLNEKRILQAVNFPFLVKLEFSFKDNSNLYMVMEYMPGGEMFSHLRRIGRFSEPHARFYAAQIVLTFEYLHSLDLIYRDLKPENLLIDQQGYIQVTDFGFAKRVKGRTWTLCGTPEYLAPEIILSKGYNKAVDWWALGVLIYEMAAGYPPFFADQPIQIYEKIVSGKVRFPSHFSSDLKDLLRNLLQVDLTKRFGNLKNGVNDIKNHKWFATTDWIAIYQRKVEAPFIPKFKGPGDTSNFDDYEEEEIRVSINEKCGKEFSEF. The pIC50 is 5.8.